From a dataset of Forward reaction prediction with 1.9M reactions from USPTO patents (1976-2016). Predict the product of the given reaction. (1) Given the reactants C(Cl)CCl.[Br:5][C:6]1[CH:7]=[C:8]([S:12]([CH2:15][C:16]2[CH:21]=[CH:20][C:19]([C:22](O)([C:27]([F:30])([F:29])[F:28])[C:23]([F:26])([F:25])[F:24])=[CH:18][CH:17]=2)(=[O:14])=[O:13])[CH:9]=[CH:10][CH:11]=1.C(N(S(F)(F)[F:38])CC)C, predict the reaction product. The product is: [Br:5][C:6]1[CH:11]=[CH:10][CH:9]=[C:8]([S:12]([CH2:15][C:16]2[CH:21]=[CH:20][C:19]([C:22]([F:38])([C:27]([F:30])([F:29])[F:28])[C:23]([F:26])([F:25])[F:24])=[CH:18][CH:17]=2)(=[O:14])=[O:13])[CH:7]=1. (2) Given the reactants Br[CH2:2][CH2:3][CH2:4][C:5]([NH:7][C:8]1[C:9]([S:17][CH3:18])=[N:10][C:11]([CH3:16])=[CH:12][C:13]=1[S:14][CH3:15])=[O:6].[SH:19][C:20]1[O:21][C:22]2[CH:28]=[CH:27][CH:26]=[CH:25][C:23]=2[N:24]=1.C1OCCOCCOCCOCCOCCOC1.C(=O)([O-])[O-].[K+].[K+], predict the reaction product. The product is: [O:21]1[C:22]2[CH:28]=[CH:27][CH:26]=[CH:25][C:23]=2[N:24]=[C:20]1[S:19][CH2:2][CH2:3][CH2:4][C:5]([NH:7][C:8]1[C:9]([S:17][CH3:18])=[N:10][C:11]([CH3:16])=[CH:12][C:13]=1[S:14][CH3:15])=[O:6]. (3) The product is: [C:35]([C:39]1[N:43]=[C:42]([C:17]([NH:16][CH2:15][C:12]2[CH:13]=[CH:14][C:9]([C:6]3[CH:5]=[CH:4][N:3]=[C:2]4[NH:1][C:33]([C:29]5[CH:28]=[C:27]([O:26][CH3:25])[CH:32]=[CH:31][N:30]=5)=[N:8][C:7]=34)=[CH:10][C:11]=2[F:24])=[O:23])[O:41][N:40]=1)([CH3:38])([CH3:37])[CH3:36]. Given the reactants [NH2:1][C:2]1[C:7]([NH2:8])=[C:6]([C:9]2[CH:14]=[CH:13][C:12]([CH2:15][NH:16][C:17](=[O:23])OC(C)(C)C)=[C:11]([F:24])[CH:10]=2)[CH:5]=[CH:4][N:3]=1.[CH3:25][O:26][C:27]1[CH:32]=[CH:31][N:30]=[C:29]([CH:33]=O)[CH:28]=1.[C:35]([C:39]1[N:43]=[C:42](C(OC)=O)[O:41][N:40]=1)([CH3:38])([CH3:37])[CH3:36], predict the reaction product. (4) Given the reactants [H-].[Na+].[N:3]1([C:8]2[CH:13]=[CH:12][C:11]([C:14]3[C:15](=[O:24])[NH:16][C:17]4([CH2:23][CH2:22][CH2:21][CH2:20][CH2:19]4)[N:18]=3)=[CH:10][CH:9]=2)[CH:7]=[CH:6][N:5]=[CH:4]1.Br[CH2:26][C:27]([NH:29][C:30]1[CH:35]=[CH:34][CH:33]=[C:32]([C:36]([F:39])([F:38])[F:37])[CH:31]=1)=[O:28].O, predict the reaction product. The product is: [N:3]1([C:8]2[CH:9]=[CH:10][C:11]([C:14]3[C:15](=[O:24])[N:16]([CH2:26][C:27]([NH:29][C:30]4[CH:35]=[CH:34][CH:33]=[C:32]([C:36]([F:37])([F:38])[F:39])[CH:31]=4)=[O:28])[C:17]4([CH2:23][CH2:22][CH2:21][CH2:20][CH2:19]4)[N:18]=3)=[CH:12][CH:13]=2)[CH:7]=[CH:6][N:5]=[CH:4]1. (5) The product is: [CH2:1]([O:3][C:4]([C:6]1[C:15](=[O:16])[C:14]2[C:9](=[CH:10][C:11]([Cl:18])=[C:12]([CH2:36][C:35]3[CH:38]=[CH:39][CH:40]=[C:41]([Cl:42])[C:34]=3[F:33])[N:13]=2)[N:8]([C@H:19]([C:23]([CH3:31])([CH3:30])[O:24][SiH2:25][C:26]([CH3:28])([CH3:27])[CH3:29])[CH:20]([CH3:21])[CH3:22])[CH:7]=1)=[O:5])[CH3:2]. Given the reactants [CH2:1]([O:3][C:4]([C:6]1[C:15](=[O:16])[C:14]2[C:9](=[CH:10][C:11]([Cl:18])=[C:12](Cl)[N:13]=2)[N:8]([C@H:19]([C:23]([CH3:31])([CH3:30])[O:24][SiH2:25][C:26]([CH3:29])([CH3:28])[CH3:27])[CH:20]([CH3:22])[CH3:21])[CH:7]=1)=[O:5])[CH3:2].[Br-].[F:33][C:34]1[C:41]([Cl:42])=[CH:40][CH:39]=[CH:38][C:35]=1[CH2:36][Zn+].Cl, predict the reaction product.